From a dataset of Full USPTO retrosynthesis dataset with 1.9M reactions from patents (1976-2016). Predict the reactants needed to synthesize the given product. (1) Given the product [F:7][C:8]1[CH:9]=[C:10]([CH2:11][OH:12])[CH:15]=[C:16]([C:18]2[C:19]([O:28][CH2:29][CH2:30][O:31][CH3:32])=[N:20][C:21]([C:24]([F:27])([F:26])[F:25])=[CH:22][CH:23]=2)[CH:17]=1, predict the reactants needed to synthesize it. The reactants are: [H-].[H-].[H-].[H-].[Li+].[Al+3].[F:7][C:8]1[CH:9]=[C:10]([CH:15]=[C:16]([C:18]2[C:19]([O:28][CH2:29][CH2:30][O:31][CH3:32])=[N:20][C:21]([C:24]([F:27])([F:26])[F:25])=[CH:22][CH:23]=2)[CH:17]=1)[C:11](OC)=[O:12]. (2) Given the product [CH2:1]([O:8][C:9]1[CH:14]=[CH:13][N:12]([C:15]2[CH:16]=[N:17][C:18]([N:23]3[CH2:27][CH2:26][C@@H:25]([OH:28])[CH2:24]3)=[CH:19][CH:20]=2)[C:11](=[O:22])[CH:10]=1)[C:2]1[CH:7]=[CH:6][CH:5]=[CH:4][CH:3]=1, predict the reactants needed to synthesize it. The reactants are: [CH2:1]([O:8][C:9]1[CH:14]=[CH:13][N:12]([C:15]2[CH:16]=[N:17][C:18](F)=[CH:19][CH:20]=2)[C:11](=[O:22])[CH:10]=1)[C:2]1[CH:7]=[CH:6][CH:5]=[CH:4][CH:3]=1.[NH:23]1[CH2:27][CH2:26][C@@H:25]([OH:28])[CH2:24]1.C(=O)(O)[O-].[Na+]. (3) Given the product [O:17]=[C:6]1[C:5]2[C:10](=[CH:11][C:2]([O:1][S:26]([C:25]([F:38])([F:37])[F:24])(=[O:28])=[O:27])=[CH:3][CH:4]=2)[O:9][C:8]([C:12]([O:14][CH2:15][CH3:16])=[O:13])=[CH:7]1, predict the reactants needed to synthesize it. The reactants are: [OH:1][C:2]1[CH:11]=[C:10]2[C:5]([C:6](=[O:17])[CH:7]=[C:8]([C:12]([O:14][CH2:15][CH3:16])=[O:13])[O:9]2)=[CH:4][CH:3]=1.N1C=CC=CC=1.[F:24][C:25]([F:38])([F:37])[S:26](O[S:26]([C:25]([F:38])([F:37])[F:24])(=[O:28])=[O:27])(=[O:28])=[O:27].C(OCC)C. (4) Given the product [OH:26][C:27]1[CH:28]=[C:29]([C:32]([N+:1]([O-:4])=[O:2])=[CH:33][C:34]=1[O:35][CH3:36])[CH:30]=[O:31], predict the reactants needed to synthesize it. The reactants are: [N+:1]([O-:4])([O-])=[O:2].[Na+].O.O.O.O.O.O.[N+]([O-])([O-])=O.[La+3].[N+]([O-])([O-])=O.[N+]([O-])([O-])=O.Cl.[OH:26][C:27]1[C:28]([N+]([O-])=O)=[C:29]([CH:32]=[CH:33][C:34]=1[O:35][CH3:36])[CH:30]=[O:31]. (5) Given the product [C:3](/[CH:5]=[CH:6]/[C:7]1[C:8](=[O:23])[NH:9][C:10](=[O:22])[N:11]([C@H:13]2[O:18][C@@H:17]([CH2:19][OH:20])[C@H:15]([OH:16])[C@@H:14]2[F:21])[CH:12]=1)([OH:4])=[O:2], predict the reactants needed to synthesize it. The reactants are: C[O:2][C:3](/[CH:5]=[CH:6]/[C:7]1[C:8](=[O:23])[NH:9][C:10](=[O:22])[N:11]([C@H:13]2[O:18][C@@H:17]([CH2:19][OH:20])[C@H:15]([OH:16])[C@@H:14]2[F:21])[CH:12]=1)=[O:4].[OH-].[Na+].CCOCC. (6) Given the product [F:3][C:4]1[CH:5]=[C:6]([C:16]2[CH:21]=[CH:20][CH:19]=[C:18]([N:22]([CH3:33])[C:23]([NH:25][CH2:26][CH2:27][CH2:28][CH2:29][CH2:30][CH2:31][CH3:32])=[O:24])[CH:17]=2)[CH:7]=[CH:8][C:9]=1/[CH:10]=[CH:11]/[C:12]([OH:14])=[O:13], predict the reactants needed to synthesize it. The reactants are: [OH-].[Na+].[F:3][C:4]1[CH:5]=[C:6]([C:16]2[CH:21]=[CH:20][CH:19]=[C:18]([N:22]([CH3:33])[C:23]([NH:25][CH2:26][CH2:27][CH2:28][CH2:29][CH2:30][CH2:31][CH3:32])=[O:24])[CH:17]=2)[CH:7]=[CH:8][C:9]=1/[CH:10]=[CH:11]/[C:12]([O:14]C)=[O:13]. (7) Given the product [Cl:1][C:2]1[CH:15]=[CH:14][C:5]2[NH:6][CH2:7][CH:8]([CH:10]([CH3:12])[CH3:11])[O:9][C:4]=2[CH:3]=1, predict the reactants needed to synthesize it. The reactants are: [Cl:1][C:2]1[CH:15]=[CH:14][C:5]2[NH:6][C:7](=O)[CH:8]([CH:10]([CH3:12])[CH3:11])[O:9][C:4]=2[CH:3]=1.B.O1CCCC1.Cl.O.